Task: Predict the reaction yield, written as a fraction of the theoretical maximum amount of product (1.0 means a 100% yield; for example, 0.34 means a 34% yield).. Dataset: Reaction yield outcomes from USPTO patents with 853,638 reactions (1) The reactants are [CH:1](=O)[CH2:2][CH3:3].C(=[O:10])CC(C)C.N1CCC[C@H]1C(O)=O.[CH:19](=[O:23])[CH:20]([CH3:22])[CH3:21]. No catalyst specified. The product is [OH:23][C@@H:19]([CH:2]([CH3:3])[CH3:1])[C@H:20]([CH3:22])[CH:21]=[O:10]. The yield is 0.820. (2) The reactants are [Br:1][C:2]1[CH:10]=[C:9]2[C:5]([C:6]([CH:17]=O)=[N:7][N:8]2[CH:11]2[CH2:16][CH2:15][CH2:14][CH2:13][O:12]2)=[CH:4][CH:3]=1.C([N:21](CC)CC)C.Cl.NO.C(OC(C(F)(F)F)=O)(C(F)(F)F)=O. The catalyst is CC#N.O. The product is [Br:1][C:2]1[CH:10]=[C:9]2[C:5]([C:6]([C:17]#[N:21])=[N:7][N:8]2[CH:11]2[CH2:16][CH2:15][CH2:14][CH2:13][O:12]2)=[CH:4][CH:3]=1. The yield is 0.990. (3) The reactants are C([Li])CCC.[Br:6][C:7]1[CH:12]=[CH:11][C:10]([C:13]2[CH:18]=[CH:17][C:16]([Br:19])=[CH:15][C:14]=2I)=[C:9](I)[CH:8]=1.Cl[P:23](=[O:31])(Cl)[C:24]1[CH:29]=[CH:28][CH:27]=[CH:26][CH:25]=1.O. The catalyst is C1COCC1. The product is [Br:6][C:7]1[CH:12]=[CH:11][C:10]2[C:13]3[CH:18]=[CH:17][C:16]([Br:19])=[CH:15][C:14]=3[P:23](=[O:31])([C:24]3[CH:29]=[CH:28][CH:27]=[CH:26][CH:25]=3)[C:9]=2[CH:8]=1. The yield is 0.850.